This data is from Full USPTO retrosynthesis dataset with 1.9M reactions from patents (1976-2016). The task is: Predict the reactants needed to synthesize the given product. Given the product [CH3:1][O:2][C:3]([C:5]1[N:6]([CH2:23][C:24]2[CH:25]=[CH:26][C:27]([NH:30][C:38](=[O:39])[C:37]3[CH:36]=[CH:35][C:34]([C:33]([O:32][CH3:31])=[O:43])=[CH:42][CH:41]=3)=[CH:28][CH:29]=2)[C:7](=[O:22])[C:8]2[C:13]([C:14]=1[C:15]1[CH:16]=[CH:17][CH:18]=[CH:19][CH:20]=1)=[CH:12][C:11]([Br:21])=[CH:10][CH:9]=2)=[O:4], predict the reactants needed to synthesize it. The reactants are: [CH3:1][O:2][C:3]([C:5]1[N:6]([CH2:23][C:24]2[CH:29]=[CH:28][C:27]([NH2:30])=[CH:26][CH:25]=2)[C:7](=[O:22])[C:8]2[C:13]([C:14]=1[C:15]1[CH:20]=[CH:19][CH:18]=[CH:17][CH:16]=1)=[CH:12][C:11]([Br:21])=[CH:10][CH:9]=2)=[O:4].[CH3:31][O:32][C:33](=[O:43])[C:34]1[CH:42]=[CH:41][C:37]([C:38](O)=[O:39])=[CH:36][CH:35]=1.ON1C2C=CC=CC=2N=N1.C(N=C=NCCCN(C)C)C.